This data is from Reaction yield outcomes from USPTO patents with 853,638 reactions. The task is: Predict the reaction yield, written as a fraction of the theoretical maximum amount of product (1.0 means a 100% yield; for example, 0.34 means a 34% yield). The reactants are C(OC(=O)[NH:7][CH2:8][C:9](=[O:37])[NH:10][CH2:11][C:12]1[CH:17]=[CH:16][C:15]([C:18]([N:20]2[CH2:29][C:28]3[CH:27]=[N:26][N:25]([CH3:30])[C:24]=3[NH:23][C:22]3[CH:31]=[C:32]([Cl:35])[CH:33]=[CH:34][C:21]2=3)=[O:19])=[CH:14][C:13]=1[F:36])(C)(C)C.Cl.O1CCOCC1. No catalyst specified. The product is [ClH:35].[NH2:7][CH2:8][C:9]([NH:10][CH2:11][C:12]1[CH:17]=[CH:16][C:15]([C:18]([N:20]2[CH2:29][C:28]3[CH:27]=[N:26][N:25]([CH3:30])[C:24]=3[NH:23][C:22]3[CH:31]=[C:32]([Cl:35])[CH:33]=[CH:34][C:21]2=3)=[O:19])=[CH:14][C:13]=1[F:36])=[O:37]. The yield is 0.830.